Predict the product of the given reaction. From a dataset of Forward reaction prediction with 1.9M reactions from USPTO patents (1976-2016). (1) Given the reactants [Cl:1][C:2]1[CH:10]=[C:9]2[C:5]([C:6]([CH2:18][C:19]3[CH:24]=[CH:23][CH:22]=[C:21]([Cl:25])[CH:20]=3)([CH:12]3[CH2:17][CH2:16][CH2:15][NH:14][CH2:13]3)[C:7](=[O:11])[NH:8]2)=[CH:4][CH:3]=1.C(N(CC)CC)C.[N:33]([C:36]1[CH:41]=[CH:40][C:39]([N:42]2[C:46](=[O:47])[CH:45]=[CH:44][C:43]2=[O:48])=[CH:38][CH:37]=1)=[C:34]=[O:35], predict the reaction product. The product is: [O:48]=[C:43]1[CH:44]=[CH:45][C:46](=[O:47])[N:42]1[C:39]1[CH:40]=[CH:41][C:36]([NH:33][C:34]([N:14]2[CH2:15][CH2:16][CH2:17][CH:12]([C:6]3([CH2:18][C:19]4[CH:24]=[CH:23][CH:22]=[C:21]([Cl:25])[CH:20]=4)[C:5]4[C:9](=[CH:10][C:2]([Cl:1])=[CH:3][CH:4]=4)[NH:8][C:7]3=[O:11])[CH2:13]2)=[O:35])=[CH:37][CH:38]=1. (2) Given the reactants NC1C=CC=CN=1.ClC1C(C(F)(F)F)=CC=CC=1C([N:21]1[CH:26]=[CH:25][C:24]2[N:27]([C:30]3[CH:35]=[CH:34][CH:33]=[C:32]([F:36])[N:31]=3)[N:28]=[N:29][C:23]=2[CH:22]1C)=O, predict the reaction product. The product is: [F:36][C:32]1[N:31]=[C:30]([N:27]2[C:24]3[CH:25]=[CH:26][N:21]=[CH:22][C:23]=3[N:29]=[N:28]2)[CH:35]=[CH:34][CH:33]=1. (3) Given the reactants [OH:1][N:2]=[C:3]([C:5]1[CH:13]=[CH:12][C:11]2[N:10]3[CH2:14][CH2:15][CH:16]([CH2:17][C:18]([O:20]C(C)(C)C)=[O:19])[C:9]3=[CH:8][C:7]=2[CH:6]=1)[NH2:4].[O:25]1[CH2:30][CH2:29][N:28]([C:31]2[CH:39]=[CH:38][C:34]([C:35](O)=O)=[CH:33][N:32]=2)[CH2:27][CH2:26]1, predict the reaction product. The product is: [O:25]1[CH2:30][CH2:29][N:28]([C:31]2[N:32]=[CH:33][C:34]([C:35]3[O:1][N:2]=[C:3]([C:5]4[CH:13]=[CH:12][C:11]5[N:10]6[CH2:14][CH2:15][CH:16]([CH2:17][C:18]([OH:20])=[O:19])[C:9]6=[CH:8][C:7]=5[CH:6]=4)[N:4]=3)=[CH:38][CH:39]=2)[CH2:27][CH2:26]1. (4) Given the reactants [C:1]1([C:7]2[CH:12]=[C:11]([C:13]3[CH:18]=[CH:17][CH:16]=[CH:15][CH:14]=3)[CH:10]=[CH:9][C:8]=2[NH:19][C:20]2[CH:25]=[CH:24][CH:23]=[CH:22][C:21]=2[F:26])C=CC=CC=1.Br[C:28]1[C:41]2[C:42]3=[C:43]4[C:38](=[CH:39][CH:40]=2)[CH:37]=[CH:36][C:35](Br)=[C:34]4C=C[C:31]3=[CH:30][CH:29]=1.[C:54](P([C:54]([CH3:57])([CH3:56])[CH3:55])[C:54]([CH3:57])([CH3:56])[CH3:55])([CH3:57])([CH3:56])[CH3:55].[Na], predict the reaction product. The product is: [C:41]1([C:40]2[CH:39]=[C:38]([C:43]3[CH:1]=[CH:7][CH:8]=[CH:35][CH:34]=3)[CH:37]=[CH:36][C:57]=2[C:54]2[CH:55]=[C:17]3[C:18]4[C:13]5[C:11](=[CH:10][CH:9]=[C:8]([NH:19][C:20]6[CH:25]=[CH:24][CH:23]=[CH:22][C:21]=6[F:26])[C:14]=5[CH:15]=[CH:16]3)[CH:12]=[CH:7][C:1]=4[C:56]=2[NH:19][C:20]2[CH:25]=[CH:24][CH:23]=[CH:22][C:21]=2[F:26])[CH:42]=[CH:31][CH:30]=[CH:29][CH:28]=1. (5) Given the reactants Br[C:2]1[CH:11]=[C:10]2[C:5]([CH:6]=[CH:7][C:8]([O:13][CH:14]3[CH2:19][CH2:18][CH:17]([CH3:20])[CH2:16][CH2:15]3)=[C:9]2[Cl:12])=[CH:4][CH:3]=1.[O:21]1CCC[CH2:22]1.C([Li])CCC.C1CCCCC1.CN(C)C=O.Cl, predict the reaction product. The product is: [Cl:12][C:9]1[C:8]([O:13][CH:14]2[CH2:19][CH2:18][CH:17]([CH3:20])[CH2:16][CH2:15]2)=[CH:7][CH:6]=[C:5]2[C:10]=1[CH:11]=[C:2]([CH:22]=[O:21])[CH:3]=[CH:4]2. (6) The product is: [Br:10][C:8]1[CH:9]=[C:4]([C:1]([OH:3])([CH3:11])[CH3:2])[CH:5]=[N:6][CH:7]=1. Given the reactants [C:1]([C:4]1[CH:5]=[N:6][CH:7]=[C:8]([Br:10])[CH:9]=1)(=[O:3])[CH3:2].[CH3:11][Mg]Br.C(OCC)C, predict the reaction product. (7) Given the reactants O.C1(C)C=CC(S(O)(=O)=O)=CC=1.[Br:13][C:14]1[C:22]2[N:21]=[N:20][N:19]([CH2:23][C:24]([CH3:27])([CH3:26])[CH3:25])[C:18]=2[CH:17]=[CH:16][C:15]=1N.N([O-])=O.[Na+].[I-:33].[K+].C(=O)(O)[O-].[Na+].[O-]S([O-])(=S)=O.[Na+].[Na+], predict the reaction product. The product is: [Br:13][C:14]1[C:22]2[N:21]=[N:20][N:19]([CH2:23][C:24]([CH3:27])([CH3:26])[CH3:25])[C:18]=2[CH:17]=[CH:16][C:15]=1[I:33].